Dataset: Forward reaction prediction with 1.9M reactions from USPTO patents (1976-2016). Task: Predict the product of the given reaction. (1) Given the reactants Cl[C:2]1[C:11]2[C:6](=[CH:7][C:8]([O:14][CH2:15][CH2:16][N:17]3[CH:21]=[CH:20][N:19]=[N:18]3)=[C:9]([C:12]#[N:13])[CH:10]=2)[N:5]=[CH:4][CH:3]=1.[NH2:22][C:23]1[CH:24]=[C:25]2[C:29](=[CH:30][CH:31]=1)[NH:28][CH:27]=[CH:26]2, predict the reaction product. The product is: [C:12]([C:9]1[CH:10]=[C:11]2[C:6](=[CH:7][C:8]=1[O:14][CH2:15][CH2:16][N:17]1[CH:21]=[CH:20][N:19]=[N:18]1)[N:5]=[CH:4][CH:3]=[C:2]2[NH:22][C:23]1[CH:24]=[C:25]2[C:29](=[CH:30][CH:31]=1)[NH:28][CH:27]=[CH:26]2)#[N:13]. (2) Given the reactants [O:1]1[CH2:6][CH2:5][CH2:4][CH2:3][CH:2]1[N:7]1[CH:11]=[CH:10][CH:9]=[N:8]1.[B:12](OC(C)C)([O:17]C(C)C)[O:13]C(C)C.Cl, predict the reaction product. The product is: [O:1]1[CH2:6][CH2:5][CH2:4][CH2:3][CH:2]1[N:7]1[CH:11]=[CH:10][CH:9]=[N:8]1.[O:1]1[CH2:6][CH2:5][CH2:4][CH2:3][CH:2]1[N:7]1[C:11]([B:12]([OH:17])[OH:13])=[CH:10][CH:9]=[N:8]1. (3) Given the reactants [NH2:1][C:2]1[N:10]=[C:9]([F:11])[N:8]=[C:7]2[C:3]=1[N:4]=[C:5]([CH2:19][C:20]1[C:28]([I:29])=[CH:27][C:23]3[O:24][CH2:25][O:26][C:22]=3[CH:21]=1)[N:6]2[CH2:12][CH2:13][CH2:14][CH2:15][CH:16]([OH:18])C.[C:30]([O-])([O-])=O.[Ca+2].[S:35](Cl)(=[O:38])(=[O:37])[NH2:36], predict the reaction product. The product is: [NH2:1][C:2]1[N:10]=[C:9]([F:11])[N:8]=[C:7]2[C:3]=1[N:4]=[C:5]([CH2:19][C:20]1[C:28]([I:29])=[CH:27][C:23]3[O:24][CH2:25][O:26][C:22]=3[CH:21]=1)[N:6]2[CH:12]([CH3:30])[CH2:13][CH2:14][CH2:15][CH2:16][O:18][S:35](=[O:38])(=[O:37])[NH2:36].